Task: Predict the reaction yield, written as a fraction of the theoretical maximum amount of product (1.0 means a 100% yield; for example, 0.34 means a 34% yield).. Dataset: Reaction yield outcomes from USPTO patents with 853,638 reactions (1) The reactants are [CH2:1]([O:5][C:6]1[N:11]=[CH:10][C:9]([NH2:12])=[CH:8][CH:7]=1)[CH2:2][CH2:3][CH3:4].Br[CH2:14][C:15]([N:17]1[CH2:22][CH2:21][N:20]([C:23]2[N:30]=[CH:29][CH:28]=[CH:27][C:24]=2[C:25]#[N:26])[CH2:19][CH2:18]1)=[O:16].C(=O)([O-])[O-].[Cs+].[Cs+].CN(C)C=O. The catalyst is O. The product is [CH2:1]([O:5][C:6]1[N:11]=[CH:10][C:9]([NH:12][CH2:14][C:15]([N:17]2[CH2:18][CH2:19][N:20]([C:23]3[N:30]=[CH:29][CH:28]=[CH:27][C:24]=3[C:25]#[N:26])[CH2:21][CH2:22]2)=[O:16])=[CH:8][CH:7]=1)[CH2:2][CH2:3][CH3:4]. The yield is 0.240. (2) The reactants are Cl.[NH2:2][CH2:3][C:4]1[CH:13]=[CH:12][CH:11]=[C:10]2[C:5]=1[C:6](=[O:23])[N:7]([CH:15]1[CH2:20][CH2:19][C:18](=[O:21])[NH:17][C:16]1=[O:22])[C:8]([CH3:14])=[N:9]2.[Cl:24][C:25]1[CH:33]=[CH:32][C:28]([C:29](Cl)=[O:30])=[CH:27][CH:26]=1.C(N(CC)C(C)C)(C)C. The catalyst is C(#N)C. The product is [Cl:24][C:25]1[CH:33]=[CH:32][C:28]([C:29]([NH:2][CH2:3][C:4]2[CH:13]=[CH:12][CH:11]=[C:10]3[C:5]=2[C:6](=[O:23])[N:7]([CH:15]2[CH2:20][CH2:19][C:18](=[O:21])[NH:17][C:16]2=[O:22])[C:8]([CH3:14])=[N:9]3)=[O:30])=[CH:27][CH:26]=1. The yield is 0.620. (3) The reactants are [CH2:1]([O:3][C:4](=[O:20])[CH2:5][N:6]=[C:7]([C:14]1[CH:19]=[CH:18][CH:17]=[CH:16][CH:15]=1)[C:8]1[CH:13]=[CH:12][CH:11]=[CH:10][CH:9]=1)[CH3:2].[H-].[Na+].Cl[C:24]1[CH:29]=[C:28]([CH3:30])[N:27]=[C:26]([N:31]2[CH:35]=[CH:34][N:33]=[CH:32]2)[N:25]=1.O. The catalyst is CS(C)=O. The product is [CH2:1]([O:3][C:4](=[O:20])[CH:5]([N:6]=[C:7]([C:14]1[CH:19]=[CH:18][CH:17]=[CH:16][CH:15]=1)[C:8]1[CH:9]=[CH:10][CH:11]=[CH:12][CH:13]=1)[C:24]1[CH:29]=[C:28]([CH3:30])[N:27]=[C:26]([N:31]2[CH:35]=[CH:34][N:33]=[CH:32]2)[N:25]=1)[CH3:2]. The yield is 0.310. (4) The reactants are C[O:2][C:3](=[O:25])[CH:4]([C:11]1[CH:16]=[CH:15][C:14]([C:17]#[C:18][C:19]2[CH:20]=[N:21][CH:22]=[N:23][CH:24]=2)=[CH:13][CH:12]=1)[CH2:5][CH:6]1[CH2:10][CH2:9][CH2:8][CH2:7]1.O1CCCC1.[OH-].[Li+]. The catalyst is CO.O. The product is [CH:6]1([CH2:5][CH:4]([C:11]2[CH:16]=[CH:15][C:14]([C:17]#[C:18][C:19]3[CH:20]=[N:21][CH:22]=[N:23][CH:24]=3)=[CH:13][CH:12]=2)[C:3]([OH:25])=[O:2])[CH2:10][CH2:9][CH2:8][CH2:7]1. The yield is 0.920. (5) The reactants are [CH3:1][O:2][C:3]1[CH:43]=[CH:42][C:6]([CH2:7][N:8]([CH2:33][C:34]2[CH:39]=[CH:38][C:37]([O:40][CH3:41])=[CH:36][CH:35]=2)[C:9]2[N:14]=[C:13]([CH3:15])[N:12]=[C:11]([C:16]3[C:17]([NH:24][C:25]4[CH:26]=[N:27][C:28]([O:31][CH3:32])=[CH:29][CH:30]=4)=[N:18][CH:19]=[C:20]([CH:23]=3)[CH:21]=[O:22])[N:10]=2)=[CH:5][CH:4]=1.[C-]#N.[Na+].[CH3:47][S:48]([N:51]1[CH2:56][CH2:55][NH:54][CH2:53][CH2:52]1)(=[O:50])=[O:49]. The catalyst is C1COCC1.[O-2].[Mn+4].[O-2]. The product is [CH3:41][O:40][C:37]1[CH:36]=[CH:35][C:34]([CH2:33][N:8]([CH2:7][C:6]2[CH:5]=[CH:4][C:3]([O:2][CH3:1])=[CH:43][CH:42]=2)[C:9]2[N:14]=[C:13]([CH3:15])[N:12]=[C:11]([C:16]3[CH:23]=[C:20]([C:21]([N:54]4[CH2:55][CH2:56][N:51]([S:48]([CH3:47])(=[O:50])=[O:49])[CH2:52][CH2:53]4)=[O:22])[CH:19]=[N:18][C:17]=3[NH:24][C:25]3[CH:26]=[N:27][C:28]([O:31][CH3:32])=[CH:29][CH:30]=3)[N:10]=2)=[CH:39][CH:38]=1. The yield is 0.275. (6) The catalyst is C(Cl)(Cl)(Cl)Cl.O.C(Cl)Cl.O. The product is [N:13]([C@H:12]([C:14]1[N:15]=[C:16]([C:19]2[CH:20]=[CH:21][CH:22]=[CH:23][CH:24]=2)[S:17][CH:18]=1)[CH2:11][C:8]1[CH:7]=[CH:6][C:5]([N+:2]([O-:4])=[O:3])=[CH:10][CH:9]=1)=[C:30]=[S:31]. The yield is 0.930. The reactants are Br.[N+:2]([C:5]1[CH:10]=[CH:9][C:8]([CH2:11][C@@H:12]([C:14]2[N:15]=[C:16]([C:19]3[CH:24]=[CH:23][CH:22]=[CH:21][CH:20]=3)[S:17][CH:18]=2)[NH2:13])=[CH:7][CH:6]=1)([O-:4])=[O:3].C([O-])([O-])=O.[Ca+2].[C:30](Cl)(Cl)=[S:31].